This data is from Reaction yield outcomes from USPTO patents with 853,638 reactions. The task is: Predict the reaction yield, written as a fraction of the theoretical maximum amount of product (1.0 means a 100% yield; for example, 0.34 means a 34% yield). The reactants are I[CH3:2].[Cl:3][C:4]1[CH:27]=[CH:26][C:7]([C:8]([C:10]2[CH:11]=[C:12]3[C:17](=[CH:18][CH:19]=2)[NH:16][C:15](=[O:20])[CH:14]=[C:13]3[C:21]2[S:22][CH:23]=[CH:24][CH:25]=2)=[O:9])=[CH:6][CH:5]=1.O. The catalyst is [Cl-].C([N+](CC)(CC)CC)C1C=CC=CC=1.C1COCC1.[OH-].[Na+]. The product is [Cl:3][C:4]1[CH:5]=[CH:6][C:7]([C:8]([C:10]2[CH:11]=[C:12]3[C:17](=[CH:18][CH:19]=2)[N:16]([CH3:2])[C:15](=[O:20])[CH:14]=[C:13]3[C:21]2[S:22][CH:23]=[CH:24][CH:25]=2)=[O:9])=[CH:26][CH:27]=1. The yield is 0.660.